Dataset: Reaction yield outcomes from USPTO patents with 853,638 reactions. Task: Predict the reaction yield, written as a fraction of the theoretical maximum amount of product (1.0 means a 100% yield; for example, 0.34 means a 34% yield). (1) The product is [CH3:14][C:7]1[C:2]2[CH2:12][CH2:11][O:10][C:3]=2[CH:4]=[C:5]([CH3:8])[CH:6]=1. The yield is 0.960. The reactants are Br[CH:2]1[CH:7]=[CH:6][C:5]([CH3:8])=[CH:4][C:3]1([O:10][CH2:11][CH2:12]Cl)C.[CH2:14]([Li])CCC. The catalyst is C1COCC1. (2) The reactants are [CH2:1]([O:3][CH2:4][CH2:5][CH2:6][NH2:7])[CH3:2].[F:8][C:9]1[CH:10]=[C:11]([CH:27]=[CH:28][CH:29]=1)[CH2:12][C:13]1[C:14]([CH3:26])=[N:15][C:16]2[N:17]([N:20]=[CH:21][C:22]=2[C:23](O)=[O:24])[C:18]=1[CH3:19]. No catalyst specified. The product is [CH2:1]([O:3][CH2:4][CH2:5][CH2:6][NH:7][C:23]([C:22]1[CH:21]=[N:20][N:17]2[C:18]([CH3:19])=[C:13]([CH2:12][C:11]3[CH:27]=[CH:28][CH:29]=[C:9]([F:8])[CH:10]=3)[C:14]([CH3:26])=[N:15][C:16]=12)=[O:24])[CH3:2]. The yield is 0.490. (3) The catalyst is C(Cl)Cl. The product is [OH:8][C@H:7]1[C@@H:3]([CH2:2][NH:1][C:31]([O:30][CH2:23][C:24]2[CH:29]=[CH:28][CH:27]=[CH:26][CH:25]=2)=[O:32])[CH2:4][C@H:5]([C:9]([O:11][C:12]([CH3:15])([CH3:14])[CH3:13])=[O:10])[CH2:6]1. The reactants are [NH2:1][CH2:2][C@@H:3]1[C@H:7]([OH:8])[CH2:6][C@@H:5]([C:9]([O:11][C:12]([CH3:15])([CH3:14])[CH3:13])=[O:10])[CH2:4]1.CCN(CC)CC.[CH2:23]([O:30][C:31](ON1C(=O)CCC1=O)=[O:32])[C:24]1[CH:29]=[CH:28][CH:27]=[CH:26][CH:25]=1. The yield is 0.890. (4) The reactants are [CH:1]1([C:4]([N:6]2[C:15]3[C:10](=[C:11]([OH:34])[C:12]([C:16]4[CH:17]=[N:18][N:19]([CH:21]5[CH2:26][CH2:25][N:24]([C:27]([O:29][C:30]([CH3:33])([CH3:32])[CH3:31])=[O:28])[CH2:23][CH2:22]5)[CH:20]=4)=[CH:13][CH:14]=3)[CH2:9][CH2:8][C@@H:7]2[CH3:35])=[O:5])[CH2:3][CH2:2]1.Br[C:37]1[CH:42]=[C:41]([CH3:43])[N:40]=[C:39]([CH3:44])[CH:38]=1.N1C=CC=CC=1C(O)=O.P([O-])([O-])([O-])=O.[K+].[K+].[K+]. The catalyst is CS(C)=O.[Cu]I.O. The product is [CH:1]1([C:4]([N:6]2[C:15]3[C:10](=[C:11]([O:34][C:37]4[CH:42]=[C:41]([CH3:43])[N:40]=[C:39]([CH3:44])[CH:38]=4)[C:12]([C:16]4[CH:17]=[N:18][N:19]([CH:21]5[CH2:26][CH2:25][N:24]([C:27]([O:29][C:30]([CH3:31])([CH3:33])[CH3:32])=[O:28])[CH2:23][CH2:22]5)[CH:20]=4)=[CH:13][CH:14]=3)[CH2:9][CH2:8][C@@H:7]2[CH3:35])=[O:5])[CH2:3][CH2:2]1. The yield is 0.250. (5) The reactants are Br[C:2]1[C:7](=[O:8])[NH:6][C:5]2[N:9]([C:16]([CH3:19])([CH3:18])[CH3:17])[N:10]=[C:11]([CH:12]3[CH2:15][CH2:14][CH2:13]3)[C:4]=2[CH:3]=1.[Cl:20][C:21]1[CH:22]=[C:23](B(O)O)[CH:24]=[C:25]([Cl:27])[CH:26]=1.[F-].[Cs+]. The catalyst is C(COC)OC.C(Cl)Cl.C1C=CC([P]([Pd]([P](C2C=CC=CC=2)(C2C=CC=CC=2)C2C=CC=CC=2)([P](C2C=CC=CC=2)(C2C=CC=CC=2)C2C=CC=CC=2)[P](C2C=CC=CC=2)(C2C=CC=CC=2)C2C=CC=CC=2)(C2C=CC=CC=2)C2C=CC=CC=2)=CC=1. The product is [C:16]([N:9]1[C:5]2[NH:6][C:7](=[O:8])[C:2]([C:23]3[CH:22]=[C:21]([Cl:20])[CH:26]=[C:25]([Cl:27])[CH:24]=3)=[CH:3][C:4]=2[C:11]([CH:12]2[CH2:15][CH2:14][CH2:13]2)=[N:10]1)([CH3:19])([CH3:18])[CH3:17]. The yield is 0.120. (6) The reactants are [CH3:1][O:2][C:3]1[C:11]([O:12][CH3:13])=[CH:10][CH:9]=[CH:8][C:4]=1[C:5]([OH:7])=O.[CH2:14]([NH2:21])[CH2:15][CH2:16][CH2:17][CH2:18][CH2:19][CH3:20].Cl.C(N=C=NCCCN(C)C)C. The catalyst is C(Cl)Cl.CN(C1C=CN=CC=1)C. The product is [CH2:14]([NH:21][C:5](=[O:7])[C:4]1[CH:8]=[CH:9][CH:10]=[C:11]([O:12][CH3:13])[C:3]=1[O:2][CH3:1])[CH2:15][CH2:16][CH2:17][CH2:18][CH2:19][CH3:20]. The yield is 0.980. (7) The reactants are [CH:1]([O:14][C:15]([C:17]1[N:22]2[C:23](=[O:64])[CH:24]([NH:25][C:26](=[O:63])[C:27](=[N:53][O:54][CH2:55][C:56]([O:58]C(C)(C)C)=[O:57])[C:28]3[N:29]=[C:30]([NH:33][C:34]([C:47]4[CH:52]=[CH:51][CH:50]=[CH:49][CH:48]=4)([C:41]4[CH:46]=[CH:45][CH:44]=[CH:43][CH:42]=4)[C:35]4[CH:40]=[CH:39][CH:38]=[CH:37][CH:36]=4)[S:31][CH:32]=3)[C@H:21]2[S:20][CH2:19][C:18]=1[CH2:65]Cl)=[O:16])([C:8]1[CH:13]=[CH:12][CH:11]=[CH:10][CH:9]=1)[C:2]1[CH:7]=[CH:6][CH:5]=[CH:4][CH:3]=1.[N+:67]([C:70]1[CH:77]=[C:76]([N+:78]([O-:80])=[O:79])[CH:75]=[CH:74][C:71]=1[CH:72]=O)([O-:69])=[O:68].[I-].[Na+].C1(P(C2C=CC=CC=2)C2C=CC=CC=2)C=CC=CC=1.C(=O)([O-])O.[Na+].NC1SC=C(C(=NOC(C(O)=O)(C)C)C(NC2C(=O)N3C(C(O)=O)=C(C=CC4C=CC([N+]([O-])=O)=CC=4[N+]([O-])=O)CS[C@H]23)=O)N=1. No catalyst specified. The product is [CH:1]([O:14][C:15]([C:17]1[N:22]2[C:23](=[O:64])[CH:24]([NH:25][C:26](=[O:63])[C:27](=[N:53][O:54][CH2:55][C:56]([OH:58])=[O:57])[C:28]3[N:29]=[C:30]([NH:33][C:34]([C:47]4[CH:52]=[CH:51][CH:50]=[CH:49][CH:48]=4)([C:41]4[CH:42]=[CH:43][CH:44]=[CH:45][CH:46]=4)[C:35]4[CH:40]=[CH:39][CH:38]=[CH:37][CH:36]=4)[S:31][CH:32]=3)[C@H:21]2[S:20][CH2:19][C:18]=1[CH:65]=[CH:72][C:71]1[CH:74]=[CH:75][C:76]([N+:78]([O-:80])=[O:79])=[CH:77][C:70]=1[N+:67]([O-:69])=[O:68])=[O:16])([C:8]1[CH:9]=[CH:10][CH:11]=[CH:12][CH:13]=1)[C:2]1[CH:3]=[CH:4][CH:5]=[CH:6][CH:7]=1. The yield is 0.610. (8) The reactants are [CH3:1][O:2][C:3]1[CH:8]=[CH:7][CH:6]=[CH:5][C:4]=1[N:9]1[CH:13]=[C:12]([CH:14]=[O:15])[C:11]([CH3:16])=[N:10]1.[CH:17]1([Mg]Br)[CH2:22][CH2:21][CH2:20][CH2:19][CH2:18]1. The catalyst is O1CCCC1. The product is [CH:17]1([CH:14]([C:12]2[C:11]([CH3:16])=[N:10][N:9]([C:4]3[CH:5]=[CH:6][CH:7]=[CH:8][C:3]=3[O:2][CH3:1])[CH:13]=2)[OH:15])[CH2:22][CH2:21][CH2:20][CH2:19][CH2:18]1. The yield is 0.530.